Task: Predict the reaction yield, written as a fraction of the theoretical maximum amount of product (1.0 means a 100% yield; for example, 0.34 means a 34% yield).. Dataset: Reaction yield outcomes from USPTO patents with 853,638 reactions (1) The reactants are [NH2:1][C:2]1[N:6]([CH:7]2[CH2:12][CH2:11][CH2:10][N:9]([C:13]([O:15][C:16]([CH3:19])([CH3:18])[CH3:17])=[O:14])[CH2:8]2)[N:5]=[C:4]([C:20]2[CH:25]=[CH:24][C:23]([O:26][C:27]3[CH:32]=[CH:31][CH:30]=[CH:29][CH:28]=3)=[CH:22][CH:21]=2)[C:3]=1[C:33]#[N:34].[OH-:35].[Na+]. The catalyst is CS(C)=O.C(O)C.O.OO. The product is [NH2:1][C:2]1[N:6]([CH:7]2[CH2:12][CH2:11][CH2:10][N:9]([C:13]([O:15][C:16]([CH3:17])([CH3:18])[CH3:19])=[O:14])[CH2:8]2)[N:5]=[C:4]([C:20]2[CH:21]=[CH:22][C:23]([O:26][C:27]3[CH:32]=[CH:31][CH:30]=[CH:29][CH:28]=3)=[CH:24][CH:25]=2)[C:3]=1[C:33](=[O:35])[NH2:34]. The yield is 0.300. (2) The reactants are [CH:1]([NH:14][C:15]1[CH:20]=[CH:19][C:18]([N+:21]([O-:23])=[O:22])=[CH:17][C:16]=1I)([C:8]1[CH:13]=[CH:12][CH:11]=[CH:10][CH:9]=1)[C:2]1[CH:7]=[CH:6][CH:5]=[CH:4][CH:3]=1.[CH3:25][O:26][C:27](=[O:42])[C:28]1[CH:33]=[CH:32][C:31]([O:34][CH2:35][CH2:36][C:37]#[C:38][CH2:39][CH2:40][OH:41])=[CH:30][CH:29]=1.[Li+].[Cl-]. The catalyst is C([O-])(=O)C.[Pd+2].C([O-])(=O)C.CN(C=O)C. The product is [CH3:25][O:26][C:27](=[O:42])[C:28]1[CH:29]=[CH:30][C:31]([O:34][CH2:35][CH2:36][C:37]2[C:16]3[C:15](=[CH:20][CH:19]=[C:18]([N+:21]([O-:23])=[O:22])[CH:17]=3)[N:14]([CH:1]([C:8]3[CH:13]=[CH:12][CH:11]=[CH:10][CH:9]=3)[C:2]3[CH:7]=[CH:6][CH:5]=[CH:4][CH:3]=3)[C:38]=2[CH2:39][CH2:40][OH:41])=[CH:32][CH:33]=1. The yield is 0.710. (3) The reactants are [OH:1][C:2]1[CH:7]=[C:6]([O:8][CH2:9][CH2:10][O:11][CH3:12])[CH:5]=[CH:4][C:3]=1/[CH:13]=[CH:14]/[C:15]([O:17][CH2:18][CH3:19])=[O:16].[Cl:20][C:21]1[CH:28]=[C:27]([Cl:29])[CH:26]=[CH:25][C:22]=1[CH2:23]Cl.C(=O)([O-])[O-].[K+].[K+].O. The catalyst is CN(C)C=O. The product is [Cl:20][C:21]1[CH:28]=[C:27]([Cl:29])[CH:26]=[CH:25][C:22]=1[CH2:23][O:1][C:2]1[CH:7]=[C:6]([O:8][CH2:9][CH2:10][O:11][CH3:12])[CH:5]=[CH:4][C:3]=1/[CH:13]=[CH:14]/[C:15]([O:17][CH2:18][CH3:19])=[O:16]. The yield is 0.920. (4) The reactants are [C:1](Cl)(=[O:5])[C:2](Cl)=O.CN([CH:10]=[O:11])C.[Si:12]([O:19][CH2:20][C:21]1[N:25]2[CH2:26][C:27]3([C:34]4[CH:39]=[CH:38][C:37]([Cl:40])=[CH:36][CH:35]=4)[NH:33][CH2:32][CH2:31][N:28]3[C:29](=[O:30])[C:24]2=[CH:23][CH:22]=1)([C:15]([CH3:18])([CH3:17])[CH3:16])([CH3:14])[CH3:13].[N:41]1C=CC=[CH:43][CH:42]=1. The catalyst is C(Cl)Cl. The product is [C:15]([Si:12]([CH3:13])([CH3:14])[O:19][CH2:20][C:21]1[N:25]2[CH2:26][C:27]3([C:34]4[CH:39]=[CH:38][C:37]([Cl:40])=[CH:36][CH:35]=4)[N:33]([C:10]([C:2]4[C:42]([CH3:43])=[N:41][O:5][CH:1]=4)=[O:11])[CH2:32][CH2:31][N:28]3[C:29](=[O:30])[C:24]2=[CH:23][CH:22]=1)([CH3:18])([CH3:16])[CH3:17]. The yield is 0.710. (5) The reactants are [NH2:1][C:2]1[CH:3]=[C:4]([N:8]2[CH2:12][CH:11]([C:13]3[CH:18]=[CH:17][C:16]([O:19][CH3:20])=[C:15]([O:21][CH:22]4[CH2:26][CH2:25][CH2:24][CH2:23]4)[CH:14]=3)[CH2:10][C:9]2=[O:27])[CH:5]=[CH:6][CH:7]=1.[CH3:28][O:29][C:30]1[CH:31]=[C:32]([S:36](Cl)(=[O:38])=[O:37])[CH:33]=[CH:34][CH:35]=1. The catalyst is N1C=CC=CC=1.C(Cl)Cl. The product is [CH:22]1([O:21][C:15]2[CH:14]=[C:13]([CH:11]3[CH2:12][N:8]([C:4]4[CH:3]=[C:2]([NH:1][S:36]([C:32]5[CH:33]=[CH:34][CH:35]=[C:30]([O:29][CH3:28])[CH:31]=5)(=[O:38])=[O:37])[CH:7]=[CH:6][CH:5]=4)[C:9](=[O:27])[CH2:10]3)[CH:18]=[CH:17][C:16]=2[O:19][CH3:20])[CH2:26][CH2:25][CH2:24][CH2:23]1. The yield is 0.650. (6) The reactants are [CH3:1][O:2][C:3](=[O:14])[C:4]1[CH:9]=[CH:8][C:7]([O:10]CC=C)=[CH:6][CH:5]=1.C(N(CC)[C:18]1[CH:23]=CC=C[CH:19]=1)C. The catalyst is C(OCC)C. The product is [CH2:23]([C:8]1[CH:9]=[C:4]([CH:5]=[CH:6][C:7]=1[OH:10])[C:3]([O:2][CH3:1])=[O:14])[CH:18]=[CH2:19]. The yield is 0.750.